This data is from Reaction yield outcomes from USPTO patents with 853,638 reactions. The task is: Predict the reaction yield, written as a fraction of the theoretical maximum amount of product (1.0 means a 100% yield; for example, 0.34 means a 34% yield). (1) The reactants are [Cl:1][C:2]1[CH:3]=[N:4][C:5]2[C:10]([CH:11]=1)=[CH:9][C:8]([CH2:12]Cl)=[CH:7][CH:6]=2.[CH3:14][C:15]1[CH:16]=[C:17]([CH:22]=[C:23]([Sn](C)(C)C)[N:24]=1)[C:18]([O:20][CH3:21])=[O:19].O1CCOCC1. No catalyst specified. The product is [Cl:1][C:2]1[CH:3]=[N:4][C:5]2[C:10]([CH:11]=1)=[CH:9][C:8]([CH2:12][C:23]1[CH:22]=[C:17]([CH:16]=[C:15]([CH3:14])[N:24]=1)[C:18]([O:20][CH3:21])=[O:19])=[CH:7][CH:6]=2. The yield is 0.400. (2) The reactants are C(NC(C)C)(C)C.C([Li])CCC.[CH:13]1([C:18]([OH:20])=[O:19])[CH2:17][CH2:16][CH2:15][CH2:14]1.[CH2:21](I)[CH2:22][CH2:23][CH2:24][CH3:25].Cl. The catalyst is O1CCCC1. The product is [CH2:21]([C:13]1([C:18]([OH:20])=[O:19])[CH2:17][CH2:16][CH2:15][CH2:14]1)[CH2:22][CH2:23][CH2:24][CH3:25]. The yield is 0.550. (3) The reactants are [NH2:1][NH:2][C:3]([NH2:5])=[S:4].Cl.C(O[C:10](=N)[CH2:11][C:12]([O:14][CH2:15][CH3:16])=[O:13])C. No catalyst specified. The product is [NH2:5][C:3]1[S:4][C:10]([CH2:11][C:12]([O:14][CH2:15][CH3:16])=[O:13])=[N:1][N:2]=1. The yield is 0.470.